This data is from Catalyst prediction with 721,799 reactions and 888 catalyst types from USPTO. The task is: Predict which catalyst facilitates the given reaction. (1) Reactant: [CH3:1][N:2]1[C:15]2[C:10](=[CH:11][C:12]([N+:16]([O-])=O)=[CH:13][CH:14]=2)[C:4]2([CH2:9][CH2:8][O:7][CH2:6][CH2:5]2)[C:3]1=[O:19].O.O.[Sn](Cl)Cl.[OH-].[Na+]. Product: [NH2:16][C:12]1[CH:11]=[C:10]2[C:4]3([CH2:5][CH2:6][O:7][CH2:8][CH2:9]3)[C:3](=[O:19])[N:2]([CH3:1])[C:15]2=[CH:14][CH:13]=1. The catalyst class is: 8. (2) Reactant: C(OC([NH:8][C:9]1[CH:14]=[CH:13][CH:12]=[C:11]([N+:15]([O-:17])=[O:16])[C:10]=1[O:18][CH2:19][C:20]1[CH:25]=[CH:24][CH:23]=[CH:22][CH:21]=1)=O)(C)(C)C.O.C1(C)C=CC(S(O)(=O)=O)=CC=1.C(=O)(O)[O-].[Na+]. Product: [CH2:19]([O:18][C:10]1[C:11]([N+:15]([O-:17])=[O:16])=[CH:12][CH:13]=[CH:14][C:9]=1[NH2:8])[C:20]1[CH:21]=[CH:22][CH:23]=[CH:24][CH:25]=1. The catalyst class is: 5. (3) Reactant: [NH2:1][C:2]1[CH:11]=[C:10]2[C:5]([CH2:6][CH2:7][C@@H:8]([NH:12][C:13](=[O:16])[CH2:14][CH3:15])[CH2:9]2)=[CH:4][CH:3]=1.[CH:17]([C:20]1[CH:25]=[CH:24][C:23]([S:26](Cl)(=[O:28])=[O:27])=[CH:22][CH:21]=1)([CH3:19])[CH3:18]. Product: [CH:17]([C:20]1[CH:25]=[CH:24][C:23]([S:26]([NH:1][C:2]2[CH:11]=[C:10]3[C:5]([CH2:6][CH2:7][C@@H:8]([NH:12][C:13](=[O:16])[CH2:14][CH3:15])[CH2:9]3)=[CH:4][CH:3]=2)(=[O:28])=[O:27])=[CH:22][CH:21]=1)([CH3:19])[CH3:18]. The catalyst class is: 529. (4) Product: [C:46]([O:50][C:51]([N:53]1[CH2:58][CH2:57][CH:56]([N:59]([CH:60]2[CH2:61][CH2:62]2)[C:32]([C:31]2[CH:30]=[N:29][C:28]([C:27]3[O:23][CH:24]=[N:25][CH:26]=3)=[CH:36][CH:35]=2)=[O:34])[CH2:55][CH2:54]1)=[O:52])([CH3:49])([CH3:47])[CH3:48]. The catalyst class is: 288. Reactant: F[B-](F)(F)F.N1(OC(N(C)C)=[N+](C)C)C2C=CC=CC=2N=N1.[O:23]1[C:27]([C:28]2[CH:36]=[CH:35][C:31]([C:32]([OH:34])=O)=[CH:30][N:29]=2)=[CH:26][N:25]=[CH:24]1.C(N(C(C)C)C(C)C)C.[C:46]([O:50][C:51]([N:53]1[CH2:58][CH2:57][CH:56]([NH:59][CH:60]2[CH2:62][CH2:61]2)[CH2:55][CH2:54]1)=[O:52])([CH3:49])([CH3:48])[CH3:47]. (5) Reactant: [Br:1][C:2]1[CH:7]=[CH:6][N:5]=[C:4]([CH2:8]O)[CH:3]=1.O=S(Cl)[Cl:12].C([O-])(O)=O.[Na+]. Product: [Br:1][C:2]1[CH:7]=[CH:6][N:5]=[C:4]([CH2:8][Cl:12])[CH:3]=1. The catalyst class is: 2. (6) Reactant: [NH2:1][C:2]1[C:10]2[C:5](=[CH:6][CH:7]=[C:8]([N:11]3[C:15](=[O:16])[CH2:14][CH:13]([C:17]4[CH:18]=[CH:19][C:20]([Cl:33])=[C:21]([CH:32]=4)[O:22][C:23]4[C:30]([Cl:31])=[CH:29][CH:28]=[CH:27][C:24]=4[C:25]#[N:26])[CH2:12]3)[CH:9]=2)[NH:4][N:3]=1.[C:34]1(=O)[O:39][C:37](=[O:38])[C:36]2=[CH:40][CH:41]=[CH:42][CH:43]=[C:35]12. Product: [Cl:31][C:30]1[C:23]([O:22][C:21]2[CH:32]=[C:17]([CH:13]3[CH2:14][C:15](=[O:16])[N:11]([C:8]4[CH:9]=[C:10]5[C:5](=[CH:6][CH:7]=4)[NH:4][N:3]=[C:2]5[N:1]4[C:37](=[O:38])[C:36]5[C:35](=[CH:43][CH:42]=[CH:41][CH:40]=5)[C:34]4=[O:39])[CH2:12]3)[CH:18]=[CH:19][C:20]=2[Cl:33])=[C:24]([CH:27]=[CH:28][CH:29]=1)[C:25]#[N:26]. The catalyst class is: 12. (7) Reactant: C1(P(C2C=CC=CC=2)C2C=CC=CC=2)C=CC=CC=1.[O:20]1[CH2:25][CH2:24][N:23]([CH2:26][CH2:27][CH2:28][OH:29])[CH2:22][CH2:21]1.[CH3:30][C:31]1([CH3:45])[C:35]([CH3:37])([CH3:36])[O:34][B:33]([C:38]2[CH:43]=[CH:42][C:41](O)=[CH:40][CH:39]=2)[O:32]1.N(C(N1CCCCC1)=O)=NC(N1CCCCC1)=O. Product: [CH3:36][C:35]1([CH3:37])[C:31]([CH3:30])([CH3:45])[O:32][B:33]([C:38]2[CH:43]=[CH:42][C:41]([O:29][CH2:28][CH2:27][CH2:26][N:23]3[CH2:24][CH2:25][O:20][CH2:21][CH2:22]3)=[CH:40][CH:39]=2)[O:34]1. The catalyst class is: 1.